From a dataset of Forward reaction prediction with 1.9M reactions from USPTO patents (1976-2016). Predict the product of the given reaction. (1) Given the reactants [NH2:1][C:2]1[CH:9]=[CH:8][CH:7]=[CH:6][C:3]=1[CH:4]=O.O=[C:11]([CH2:15][CH3:16])[C:12]([OH:14])=[O:13].[O-][CH2:18][CH3:19].[Na+].S(=O)(=O)(O)O.C(=O)(O)[O-].[Na+], predict the reaction product. The product is: [CH3:16][C:15]1[C:11]([C:12]([O:14][CH2:18][CH3:19])=[O:13])=[N:1][C:2]2[C:3]([CH:4]=1)=[CH:6][CH:7]=[CH:8][CH:9]=2. (2) Given the reactants C(Cl)(=O)C(Cl)=O.[Br:7][C:8]1[CH:9]=[CH:10][C:11]([C:14]([OH:16])=O)=[N:12][CH:13]=1.O1CCOCC1.Cl.[NH:24]1[CH2:27][CH2:26][CH2:25]1.C(N(CC)CC)C, predict the reaction product. The product is: [N:24]1([C:14]([C:11]2[CH:10]=[CH:9][C:8]([Br:7])=[CH:13][N:12]=2)=[O:16])[CH2:27][CH2:26][CH2:25]1. (3) Given the reactants [CH3:1][N:2]1[CH:6]=[C:5]([C:7]2[CH:8]=[C:9]3[C:14](=[C:15]([O:17]COCC[Si](C)(C)C)[CH:16]=2)[N:13]=[CH:12][N:11](COCC[Si](C)(C)C)[C:10]3=[O:34])[C:4]([C:35]([O:37][CH3:38])=[O:36])=[N:3]1, predict the reaction product. The product is: [OH:17][C:15]1[CH:16]=[C:7]([C:5]2[C:4]([C:35]([O:37][CH3:38])=[O:36])=[N:3][N:2]([CH3:1])[CH:6]=2)[CH:8]=[C:9]2[C:14]=1[N:13]=[CH:12][NH:11][C:10]2=[O:34]. (4) The product is: [C:4]([C@@H:6]1[CH2:7][CH2:8][C@H:9]([NH:12][C:13](=[O:19])[O:14][C:15]([CH3:16])([CH3:17])[CH3:18])[CH2:10][CH2:11]1)(=[O:5])[CH3:21]. Given the reactants CON(C)[C:4]([C@@H:6]1[CH2:11][CH2:10][C@H:9]([NH:12][C:13](=[O:19])[O:14][C:15]([CH3:18])([CH3:17])[CH3:16])[CH2:8][CH2:7]1)=[O:5].[CH3:21][Mg]I, predict the reaction product. (5) Given the reactants BrCCBr.C[Si](Cl)(C)C.[C:10]([N:17]1[CH2:20][CH:19](I)[CH2:18]1)([O:12][C:13]([CH3:16])([CH3:15])[CH3:14])=[O:11].[Cl:22][C:23]1[C:28](Cl)=[N:27][CH:26]=[CH:25][N:24]=1.C(Cl)Cl, predict the reaction product. The product is: [Cl:22][C:23]1[C:28]([CH:19]2[CH2:20][N:17]([C:10]([O:12][C:13]([CH3:16])([CH3:15])[CH3:14])=[O:11])[CH2:18]2)=[N:27][CH:26]=[CH:25][N:24]=1. (6) Given the reactants Cl.[NH2:2][OH:3].[OH-].[K+].[CH3:6][C:7]1[CH:29]=[CH:28][CH:27]=[C:26]([CH3:30])[C:8]=1[CH2:9][O:10][C:11]1[CH:12]=[C:13]([C:17](=[O:25])[CH2:18][CH2:19][C:20](OCC)=O)[CH:14]=[CH:15][CH:16]=1.Cl.[CH2:32]([OH:34])C, predict the reaction product. The product is: [CH3:30][C:26]1[CH:27]=[CH:28][CH:29]=[C:7]([CH3:6])[C:8]=1[CH2:9][O:10][C:11]1[CH:12]=[C:13]([C:17](=[O:25])[CH2:18][CH2:19][CH2:20][C:32]([NH:2][OH:3])=[O:34])[CH:14]=[CH:15][CH:16]=1. (7) Given the reactants Br[C:2]1[O:3][CH:4]=[CH:5][CH:6]=1.[Li]CCCC.CON(C)[C:15]([C:17]1[CH2:24][CH:23]2[CH:19]([CH2:20][N:21]([C:25]([O:27][C:28]([CH3:31])([CH3:30])[CH3:29])=[O:26])[CH2:22]2)[CH:18]=1)=[O:16], predict the reaction product. The product is: [O:3]1[CH:4]=[CH:5][CH:6]=[C:2]1[C:15]([C:17]1[CH2:24][CH:23]2[CH:19]([CH2:20][N:21]([C:25]([O:27][C:28]([CH3:31])([CH3:30])[CH3:29])=[O:26])[CH2:22]2)[CH:18]=1)=[O:16]. (8) Given the reactants [NH2:1][C:2]1[CH:11]=[CH:10][C:5]2[N:6]=[C:7]([Cl:9])[S:8][C:4]=2[CH:3]=1.[CH:12](=O)[CH3:13].C(O[BH-](OC(=O)C)OC(=O)C)(=O)C.[Na+].C(O)(=O)C, predict the reaction product. The product is: [Cl:9][C:7]1[S:8][C:4]2[CH:3]=[C:2]([NH:1][CH2:12][CH3:13])[CH:11]=[CH:10][C:5]=2[N:6]=1.